Dataset: Full USPTO retrosynthesis dataset with 1.9M reactions from patents (1976-2016). Task: Predict the reactants needed to synthesize the given product. (1) Given the product [OH:1][C:2]1[CH:3]=[CH:4][C:5]([CH:8]2[CH2:9][CH2:10][CH:11]([CH2:14][C:15]([O:17][CH2:18][CH3:19])=[O:16])[CH2:12][CH2:13]2)=[CH:6][CH:7]=1, predict the reactants needed to synthesize it. The reactants are: [OH:1][C:2]1[CH:7]=[CH:6][C:5]([CH:8]2[CH2:13][CH2:12][C:11](=[CH:14][C:15]([O:17][CH2:18][CH3:19])=[O:16])[CH2:10][CH2:9]2)=[CH:4][CH:3]=1.[H][H]. (2) Given the product [NH2:21][C:20]1[C:2]([Cl:1])=[C:3]([CH:17]=[C:18]([C:24]#[N:25])[CH:19]=1)[O:4][CH:5]1[CH2:9][CH2:8][N:7]([C:10]([O:12][C:13]([CH3:16])([CH3:15])[CH3:14])=[O:11])[CH2:6]1, predict the reactants needed to synthesize it. The reactants are: [Cl:1][C:2]1[C:20]([N+:21]([O-])=O)=[CH:19][C:18]([C:24]#[N:25])=[CH:17][C:3]=1[O:4][CH:5]1[CH2:9][CH2:8][N:7]([C:10]([O:12][C:13]([CH3:16])([CH3:15])[CH3:14])=[O:11])[CH2:6]1.